This data is from Reaction yield outcomes from USPTO patents with 853,638 reactions. The task is: Predict the reaction yield, written as a fraction of the theoretical maximum amount of product (1.0 means a 100% yield; for example, 0.34 means a 34% yield). (1) The reactants are [CH:1]1([C:4]([NH:6][C:7]2[N:8]=[C:9]3[CH:14]=[CH:13][C:12]([O:15][C:16]4[CH:17]=[C:18]([CH:22]=[CH:23][CH:24]=4)[C:19](O)=[O:20])=[N:11][N:10]3[CH:25]=2)=[O:5])[CH2:3][CH2:2]1.[F:26][C:27]([F:36])([F:35])[C:28]1[CH:34]=[CH:33][C:31]([NH2:32])=[CH:30][CH:29]=1.Cl.CN(C)CCCN=C=NCC. The catalyst is CN(C)C1C=CN=CC=1.N1C=CC=CC=1. The product is [CH:1]1([C:4]([NH:6][C:7]2[N:8]=[C:9]3[CH:14]=[CH:13][C:12]([O:15][C:16]4[CH:17]=[C:18]([CH:22]=[CH:23][CH:24]=4)[C:19]([NH:32][C:31]4[CH:33]=[CH:34][C:28]([C:27]([F:26])([F:35])[F:36])=[CH:29][CH:30]=4)=[O:20])=[N:11][N:10]3[CH:25]=2)=[O:5])[CH2:3][CH2:2]1. The yield is 0.420. (2) The reactants are [NH2:1][C:2]1[CH:10]=[C:9]([O:11][CH3:12])[CH:8]=[C:7]([O:13][CH3:14])[C:3]=1[C:4]([NH2:6])=[O:5].[CH3:15][O:16][C:17]1[CH:24]=[CH:23][C:20]([CH:21]=O)=[CH:19][CH:18]=1. No catalyst specified. The product is [CH3:14][O:13][C:7]1[CH:8]=[C:9]([O:11][CH3:12])[CH:10]=[C:2]2[C:3]=1[C:4](=[O:5])[NH:6][C:21]([C:20]1[CH:23]=[CH:24][C:17]([O:16][CH3:15])=[CH:18][CH:19]=1)=[N:1]2. The yield is 0.440. (3) The reactants are Cl[C:2]1[N:11]=[CH:10][C:9]2[N:8]([CH:12]3[CH2:17][CH2:16][O:15][CH2:14][CH2:13]3)[C:7](=[O:18])[C:6]3([CH3:23])[CH2:19][O:20][CH2:21][CH2:22][N:5]3[C:4]=2[N:3]=1.[CH3:24][NH:25][C:26]([NH:28][C:29]1[CH:34]=[CH:33][C:32](B2OC(C)(C)C(C)(C)O2)=[CH:31][CH:30]=1)=[O:27].C(=O)(O)[O-].[Na+]. The catalyst is O1CCOCC1.C1C=CC(P(C2C=CC=CC=2)[C-]2C=CC=C2)=CC=1.C1C=CC(P(C2C=CC=CC=2)[C-]2C=CC=C2)=CC=1.Cl[Pd]Cl.[Fe+2]. The product is [CH3:24][NH:25][C:26]([NH:28][C:29]1[CH:34]=[CH:33][C:32]([C:2]2[N:11]=[CH:10][C:9]3[N:8]([CH:12]4[CH2:17][CH2:16][O:15][CH2:14][CH2:13]4)[C:7](=[O:18])[C:6]4([CH3:23])[CH2:19][O:20][CH2:21][CH2:22][N:5]4[C:4]=3[N:3]=2)=[CH:31][CH:30]=1)=[O:27]. The yield is 0.674. (4) The reactants are [F:1][C:2]1[CH:7]=[CH:6][C:5]([CH2:8][C:9]2[CH:18]=[C:17]3[C:12]([C:13]([OH:34])=[C:14]([C:21]([NH:23][CH2:24][CH2:25][P:26](=[O:33])([O:30]CC)[O:27][CH2:28][CH3:29])=[O:22])[C:15](=[O:20])[N:16]3[CH3:19])=[N:11][CH:10]=2)=[CH:4][CH:3]=1. The catalyst is [OH-].[Na+]. The product is [F:1][C:2]1[CH:7]=[CH:6][C:5]([CH2:8][C:9]2[CH:18]=[C:17]3[C:12]([C:13]([OH:34])=[C:14]([C:21]([NH:23][CH2:24][CH2:25][P:26](=[O:30])([OH:33])[O:27][CH2:28][CH3:29])=[O:22])[C:15](=[O:20])[N:16]3[CH3:19])=[N:11][CH:10]=2)=[CH:4][CH:3]=1. The yield is 0.270. (5) The product is [OH:6][C:7]1[CH:12]=[C:11]([OH:13])[CH:10]=[CH:9][C:8]=1[CH3:15]. The yield is 0.940. The catalyst is CCCCC. The reactants are B(Br)(Br)Br.C[O:6][C:7]1[CH:12]=[C:11]([O:13]C)[CH:10]=[CH:9][C:8]=1[CH3:15].C(OCC)(=O)C.[OH-].[Na+].